Dataset: Merck oncology drug combination screen with 23,052 pairs across 39 cell lines. Task: Regression. Given two drug SMILES strings and cell line genomic features, predict the synergy score measuring deviation from expected non-interaction effect. (1) Drug 1: N.N.O=C(O)C1(C(=O)O)CCC1.[Pt]. Drug 2: N#Cc1ccc(Cn2cncc2CN2CCN(c3cccc(Cl)c3)C(=O)C2)cc1. Cell line: NCIH520. Synergy scores: synergy=-2.77. (2) Drug 1: CN(C)C(=N)N=C(N)N. Drug 2: O=C(O)C1(Cc2cccc(Nc3nccs3)n2)CCC(Oc2cccc(Cl)c2F)CC1. Cell line: A2780. Synergy scores: synergy=6.25.